Dataset: Reaction yield outcomes from USPTO patents with 853,638 reactions. Task: Predict the reaction yield, written as a fraction of the theoretical maximum amount of product (1.0 means a 100% yield; for example, 0.34 means a 34% yield). (1) The reactants are [N-:1]=[N+:2]=[N-:3].[Na+].[C:5]([CH:12]([NH2:16])[CH2:13][CH2:14]Br)([O:7][C:8]([CH3:11])([CH3:10])[CH3:9])=[O:6]. The catalyst is CCCCCCCC[N+](CCCCCCCC)(CCCCCCCC)C.[Cl-].C1(C)C=CC=CC=1. The product is [C:5]([CH:12]([NH2:16])[CH2:13][CH2:14][N:1]=[N+:2]=[N-:3])([O:7][C:8]([CH3:10])([CH3:11])[CH3:9])=[O:6]. The yield is 0.850. (2) The reactants are C1C=CC(P(C2C=CC=CC=2)C2C=CC=CC=2)=CC=1.[I:20]I.N1C=CN=C1.[Cl:27][C:28]1[CH:33]=[CH:32][C:31]([O:34][C:35]2[CH:42]=[CH:41][C:40]([CH2:43][CH2:44]O)=[CH:39][C:36]=2[C:37]#[N:38])=[CH:30][C:29]=1[C:46]([F:49])([F:48])[F:47]. The catalyst is C(Cl)Cl. The product is [Cl:27][C:28]1[CH:33]=[CH:32][C:31]([O:34][C:35]2[CH:42]=[CH:41][C:40]([CH2:43][CH2:44][I:20])=[CH:39][C:36]=2[C:37]#[N:38])=[CH:30][C:29]=1[C:46]([F:49])([F:48])[F:47]. The yield is 0.840. (3) The reactants are O.[OH-].[Li+].C[O:5][C:6](=[O:41])[CH2:7][C:8]1[C:17]([CH3:18])=[C:16]([C:19]2[CH:24]=[CH:23][C:22]([S:25](=[O:39])(=[O:38])[NH:26][C:27]3[CH:32]=[CH:31][C:30]([O:33][C:34]([F:37])([F:36])[F:35])=[CH:29][CH:28]=3)=[CH:21][CH:20]=2)[C:15]2[C:10](=[CH:11][CH:12]=[C:13]([F:40])[CH:14]=2)[CH:9]=1.C1COCC1.O. The catalyst is CCCCCC. The product is [F:40][C:13]1[CH:14]=[C:15]2[C:10](=[CH:11][CH:12]=1)[CH:9]=[C:8]([CH2:7][C:6]([OH:41])=[O:5])[C:17]([CH3:18])=[C:16]2[C:19]1[CH:24]=[CH:23][C:22]([S:25](=[O:39])(=[O:38])[NH:26][C:27]2[CH:32]=[CH:31][C:30]([O:33][C:34]([F:37])([F:35])[F:36])=[CH:29][CH:28]=2)=[CH:21][CH:20]=1. The yield is 0.840.